This data is from Full USPTO retrosynthesis dataset with 1.9M reactions from patents (1976-2016). The task is: Predict the reactants needed to synthesize the given product. (1) Given the product [F:3][C:4]1[CH:11]=[CH:10][C:7]([C@@H:8]2[O:9][CH:13]=[N:12][C@H:14]2[C:15]([O-:17])=[O:16])=[CH:6][CH:5]=1.[K+:2], predict the reactants needed to synthesize it. The reactants are: [OH-].[K+:2].[F:3][C:4]1[CH:11]=[CH:10][C:7]([CH:8]=[O:9])=[CH:6][CH:5]=1.[N+:12]([CH2:14][C:15]([O:17]C)=[O:16])#[C-:13]. (2) Given the product [CH:1]([NH:4][C:5]1[C:10]2[C:11]([C:23]3[CH:28]=[C:27]([C:29]4[CH:33]=[CH:32][N:31]([CH3:34])[N:30]=4)[CH:26]=[CH:25][N:24]=3)=[N:12][NH:13][C:9]=2[CH:8]=[CH:7][N:6]=1)([CH3:3])[CH3:2], predict the reactants needed to synthesize it. The reactants are: [CH:1]([NH:4][C:5]1[C:10]2[C:11]([C:23]3[CH:28]=[C:27]([C:29]4[CH:33]=[CH:32][N:31]([CH3:34])[N:30]=4)[CH:26]=[CH:25][N:24]=3)=[N:12][N:13](CC3C=CC(OC)=CC=3)[C:9]=2[CH:8]=[CH:7][N:6]=1)([CH3:3])[CH3:2].N1C=CC(C2C=CN=C(C3C4C(NC(C)C)=NC=CC=4N(CC4C=CC(OC)=CC=4)N=3)C=2)=N1.[H-].[Na+].IC1(C)CCC(C(C)C)CC1. (3) Given the product [C:2]1([C@@H:8]2[CH2:10][C@H:9]2[NH:11][C:13]2[S:12][CH2:18][C:16](=[O:17])[N:15]=2)[CH:7]=[CH:6][CH:5]=[CH:4][CH:3]=1, predict the reactants needed to synthesize it. The reactants are: Cl.[C:2]1([C@@H:8]2[CH2:10][C@H:9]2[NH2:11])[CH:7]=[CH:6][CH:5]=[CH:4][CH:3]=1.[S:12]1[CH2:18][C:16](=[O:17])[NH:15][C:13]1=S.C(N(CC)C(C)C)(C)C. (4) Given the product [CH2:28]([N:23]([CH2:16][C:17]1[CH:18]=[CH:19][CH:20]=[CH:21][CH:22]=1)[C@@H:24]([CH3:2])[CH2:25][NH:27][C:13]([N:35]1[CH2:36][CH2:37][CH:38]([N:41]2[C:45]3[CH:46]=[CH:47][CH:48]=[CH:49][C:44]=3[NH:43][C:42]2=[O:50])[CH2:39][CH2:40]1)=[S:15])[C:29]1[CH:30]=[CH:31][CH:32]=[CH:33][CH:34]=1, predict the reactants needed to synthesize it. The reactants are: Cl.[CH3:2]N(C)CCCN=C=NCC.[C:13](=[S:15])=S.[CH2:16]([N:23]([CH2:28][C:29]1[CH:34]=[CH:33][CH:32]=[CH:31][CH:30]=1)[CH2:24][C@@H:25]([NH2:27])C)[C:17]1[CH:22]=[CH:21][CH:20]=[CH:19][CH:18]=1.[NH:35]1[CH2:40][CH2:39][CH:38]([N:41]2[C:45]3[CH:46]=[CH:47][CH:48]=[CH:49][C:44]=3[NH:43][C:42]2=[O:50])[CH2:37][CH2:36]1. (5) Given the product [Br:1][C:2]1[CH:3]=[C:4]([CH:8]=[C:9]([Br:12])[C:10]=1[OH:11])[C:5]([Cl:15])=[O:6], predict the reactants needed to synthesize it. The reactants are: [Br:1][C:2]1[CH:3]=[C:4]([CH:8]=[C:9]([Br:12])[C:10]=1[OH:11])[C:5](O)=[O:6].S(Cl)([Cl:15])=O.